From a dataset of Catalyst prediction with 721,799 reactions and 888 catalyst types from USPTO. Predict which catalyst facilitates the given reaction. (1) Reactant: [N:1]1[CH:6]=[CH:5][CH:4]=[N:3][C:2]=1[C:7]1([CH2:17][OH:18])[CH2:16][CH2:15][C:10]2(OCC[O:11]2)[CH2:9][CH2:8]1.Cl. Product: [OH:18][CH2:17][C:7]1([C:2]2[N:1]=[CH:6][CH:5]=[CH:4][N:3]=2)[CH2:16][CH2:15][C:10](=[O:11])[CH2:9][CH2:8]1. The catalyst class is: 1. (2) Reactant: [OH:1][C@@H:2]([CH2:28][O:29][C:30]1[CH:35]=[CH:34][CH:33]=[CH:32][CH:31]=1)/[CH:3]=[CH:4]/[C@@H:5]1[C@@H:13]2[C@@H:8]([S:9][C@@H:10]([CH2:14][CH2:15][CH2:16][C:17]([O:19][CH3:20])=[O:18])[CH2:11][CH2:12]2)[CH2:7][C@H:6]1[O:21]C1CCCCO1.O.C1(C)C=CC(S(O)(=O)=O)=CC=1. The catalyst class is: 5. Product: [OH:21][C@@H:6]1[CH2:7][C@@H:8]2[S:9][C@@H:10]([CH2:14][CH2:15][CH2:16][C:17]([O:19][CH3:20])=[O:18])[CH2:11][CH2:12][C@@H:13]2[C@H:5]1/[CH:4]=[CH:3]/[C@@H:2]([OH:1])[CH2:28][O:29][C:30]1[CH:35]=[CH:34][CH:33]=[CH:32][CH:31]=1. (3) Reactant: [H-].[Na+].[CH3:3][C:4]1[NH:5][C:6]2[C:11]([CH:12]=1)=[CH:10][C:9]([C:13]1[CH:14]=[N:15][N:16]([CH:18]3[CH2:23][CH2:22][CH2:21][CH2:20][O:19]3)[CH:17]=1)=[CH:8][CH:7]=2.S(O[CH2:35][CH:36]1[CH2:41][CH2:40][N:39]([C:42]([O:44][CH2:45][C:46]2[CH:51]=[CH:50][CH:49]=[CH:48][CH:47]=2)=[O:43])[CH2:38][CH2:37]1)(C1C=CC(C)=CC=1)(=O)=O.C(OCC)(=O)C. Product: [CH3:3][C:4]1[N:5]([CH2:35][CH:36]2[CH2:41][CH2:40][N:39]([C:42]([O:44][CH2:45][C:46]3[CH:47]=[CH:48][CH:49]=[CH:50][CH:51]=3)=[O:43])[CH2:38][CH2:37]2)[C:6]2[C:11]([CH:12]=1)=[CH:10][C:9]([C:13]1[CH:14]=[N:15][N:16]([CH:18]3[CH2:23][CH2:22][CH2:21][CH2:20][O:19]3)[CH:17]=1)=[CH:8][CH:7]=2. The catalyst class is: 3. (4) Reactant: C[O-].[Na+].[F:4][C:5]1[CH:6]=[CH:7][C:8]2[N:9]([C:11]([C:14]#[N:15])=[CH:12][N:13]=2)[CH:10]=1.[Cl-].[NH4+:17]. Product: [F:4][C:5]1[CH:6]=[CH:7][C:8]2[N:9]([C:11]([C:14](=[NH:17])[NH2:15])=[CH:12][N:13]=2)[CH:10]=1. The catalyst class is: 5. (5) Reactant: Br[C:2]1[CH:7]=[CH:6][CH:5]=[CH:4][C:3]=1[C:8]1[N:9]([CH2:23][C:24]2[CH:29]=[CH:28][C:27]([C:30]([CH3:33])([CH3:32])[CH3:31])=[CH:26][CH:25]=2)[C:10](=[O:22])[C:11]([C:15]([NH:17][CH2:18][C:19]([OH:21])=[O:20])=[O:16])=[C:12]([OH:14])[N:13]=1.[F:34][C:35]1[CH:36]=[C:37](B(O)O)[CH:38]=[C:39]([F:41])[CH:40]=1.C(=O)([O-])[O-].[Na+].[Na+].Cl. Product: [F:34][C:35]1[CH:36]=[C:37]([C:2]2[CH:7]=[CH:6][CH:5]=[CH:4][C:3]=2[C:8]2[N:9]([CH2:23][C:24]3[CH:29]=[CH:28][C:27]([C:30]([CH3:33])([CH3:32])[CH3:31])=[CH:26][CH:25]=3)[C:10](=[O:22])[C:11]([C:15]([NH:17][CH2:18][C:19]([OH:21])=[O:20])=[O:16])=[C:12]([OH:14])[N:13]=2)[CH:38]=[C:39]([F:41])[CH:40]=1. The catalyst class is: 203. (6) Reactant: Br[C:2]1[CH:7]=[CH:6][C:5]([C:8]([F:11])([F:10])[F:9])=[CH:4][CH:3]=1.[C:12]([O:16][C:17]([NH:19][C@H:20]([C:22](N(OC)C)=[O:23])[CH3:21])=[O:18])([CH3:15])([CH3:14])[CH3:13]. Product: [CH3:21][C@H:20]([NH:19][C:17](=[O:18])[O:16][C:12]([CH3:15])([CH3:14])[CH3:13])[C:22](=[O:23])[C:2]1[CH:7]=[CH:6][C:5]([C:8]([F:11])([F:10])[F:9])=[CH:4][CH:3]=1. The catalyst class is: 1. (7) Reactant: C([O:4][CH2:5][C:6]1[N:7]([CH:16]([CH2:18][CH2:19][CH3:20])[CH3:17])[C:8]2[CH:13]=[C:12]([Br:14])[N:11]=[CH:10][C:9]=2[N:15]=1)(=O)C.[OH-].[Na+].O. Product: [Br:14][C:12]1[N:11]=[CH:10][C:9]2[N:15]=[C:6]([CH2:5][OH:4])[N:7]([CH:16]([CH2:18][CH2:19][CH3:20])[CH3:17])[C:8]=2[CH:13]=1. The catalyst class is: 5. (8) Reactant: [Br:1]N1C(=O)CCC1=O.[NH:9]1[C:13]([C:14]([O:16][CH2:17][CH3:18])=[O:15])=[C:12]([C:19]([O:21][CH2:22][CH3:23])=[O:20])[N:11]=[CH:10]1. Product: [Br:1][C:10]1[NH:9][C:13]([C:14]([O:16][CH2:17][CH3:18])=[O:15])=[C:12]([C:19]([O:21][CH2:22][CH3:23])=[O:20])[N:11]=1. The catalyst class is: 10. (9) Reactant: [NH:1]1[CH2:4][CH:3]([CH2:5][C:6]2[N:7]([CH3:32])[C:8]3[C:13]([N:14]=2)=[C:12]([N:15]2[CH2:20][CH2:19][O:18][CH2:17][CH2:16]2)[N:11]=[C:10]([N:21]2[C:25]4[CH:26]=[CH:27][CH:28]=[CH:29][C:24]=4[N:23]=[C:22]2[CH2:30][CH3:31])[N:9]=3)[CH2:2]1.[C:33](O)(=[O:37])[C@@H:34]([CH3:36])[OH:35].CCN(C(C)C)C(C)C.CN(C(ON1N=NC2C=CC=NC1=2)=[N+](C)C)C.F[P-](F)(F)(F)(F)F. Product: [CH2:30]([C:22]1[N:21]([C:10]2[N:9]=[C:8]3[C:13]([N:14]=[C:6]([CH2:5][CH:3]4[CH2:2][N:1]([C:33](=[O:37])[C@H:34]([OH:35])[CH3:36])[CH2:4]4)[N:7]3[CH3:32])=[C:12]([N:15]3[CH2:20][CH2:19][O:18][CH2:17][CH2:16]3)[N:11]=2)[C:25]2[CH:26]=[CH:27][CH:28]=[CH:29][C:24]=2[N:23]=1)[CH3:31]. The catalyst class is: 59.